From a dataset of Reaction yield outcomes from USPTO patents with 853,638 reactions. Predict the reaction yield, written as a fraction of the theoretical maximum amount of product (1.0 means a 100% yield; for example, 0.34 means a 34% yield). (1) The reactants are [Cl:1][C:2]1[CH:15]=[CH:14][C:5]([O:6][C:7]2[CH:13]=[CH:12][CH:11]=[CH:10][C:8]=2[NH2:9])=[CH:4][CH:3]=1.[C:16]([N:19]1[CH2:24][CH2:23][CH:22]([C:25]([NH:27][C:28]2[CH:33]=[CH:32][CH:31]=[CH:30][C:29]=2[C:34](=O)[CH3:35])=[O:26])[CH2:21][CH2:20]1)(=[O:18])[CH3:17].C(O[BH-](OC(=O)C)OC(=O)C)(=O)C.[Na+].C(=O)(O)[O-].[Na+]. The catalyst is ClCCl.C(O)(=O)C.[Cl-].C(O[Ti+](OC(C)C)OC(C)C)(C)C. The product is [C:16]([N:19]1[CH2:24][CH2:23][CH:22]([C:25]([NH:27][C:28]2[CH:33]=[CH:32][CH:31]=[CH:30][C:29]=2[CH:34]([NH:9][C:8]2[CH:10]=[CH:11][CH:12]=[CH:13][C:7]=2[O:6][C:5]2[CH:14]=[CH:15][C:2]([Cl:1])=[CH:3][CH:4]=2)[CH3:35])=[O:26])[CH2:21][CH2:20]1)(=[O:18])[CH3:17]. The yield is 0.100. (2) The reactants are [C:1]([O:5][C:6]([N:8]1[CH2:13][CH2:12][CH:11]([C:14]2[CH:19]=[CH:18][C:17]([O:20][CH2:21][CH2:22][CH2:23][O:24][CH2:25][C:26]3[CH:31]=[CH:30][CH:29]=[CH:28][C:27]=3[F:32])=[CH:16][CH:15]=2)[CH:10]([NH2:33])[CH2:9]1)=[O:7])([CH3:4])([CH3:3])[CH3:2].[F:34][C:35]1[CH:42]=[CH:41][C:38]([CH:39]=O)=[CH:37][C:36]=1[C:43]([F:46])([F:45])[F:44].C(O)(=O)C.C(O[BH-](OC(=O)C)OC(=O)C)(=O)C.[Na+]. The catalyst is ClCCl. The product is [C:1]([O:5][C:6]([N:8]1[CH2:13][CH2:12][CH:11]([C:14]2[CH:19]=[CH:18][C:17]([O:20][CH2:21][CH2:22][CH2:23][O:24][CH2:25][C:26]3[CH:31]=[CH:30][CH:29]=[CH:28][C:27]=3[F:32])=[CH:16][CH:15]=2)[CH:10]([NH:33][CH2:39][C:38]2[CH:41]=[CH:42][C:35]([F:34])=[C:36]([C:43]([F:46])([F:44])[F:45])[CH:37]=2)[CH2:9]1)=[O:7])([CH3:4])([CH3:2])[CH3:3]. The yield is 1.00. (3) The reactants are [Br:1][C:2]1[CH:7]=[CH:6][C:5]([S:8](Cl)(=[O:10])=[O:9])=[CH:4][CH:3]=1.[NH2:12][C:13]1[C:14]([CH3:19])=[N:15][O:16][C:17]=1[CH3:18]. The catalyst is N1C=CC=CC=1. The product is [Br:1][C:2]1[CH:7]=[CH:6][C:5]([S:8]([NH:12][C:13]2[C:14]([CH3:19])=[N:15][O:16][C:17]=2[CH3:18])(=[O:10])=[O:9])=[CH:4][CH:3]=1. The yield is 0.870. (4) The reactants are [CH3:1][O:2][C:3](=[O:24])[CH2:4][C:5]1[CH:10]=[C:9]([Br:11])[C:8]([O:12][C:13]2[CH:18]=[CH:17][C:16]([NH2:19])=[C:15]([N+:20]([O-])=O)[CH:14]=2)=[C:7]([Br:23])[CH:6]=1.S(S([O-])=O)([O-])=O.[Na+].[Na+].Br[C:34]1C=C(CC(OC)=O)C=C(Br)[C:39]=1OC1C=CC(N)=C(N)C=1.Cl.C(CC(=O)C)(=O)C. The catalyst is CO. The product is [Br:23][C:7]1[CH:6]=[C:5]([CH2:4][C:3]([O:2][CH3:1])=[O:24])[CH:10]=[C:9]([Br:11])[C:8]=1[O:12][C:13]1[CH:18]=[CH:17][C:16]2[N:19]=[C:34]([CH3:39])[NH:20][C:15]=2[CH:14]=1. The yield is 0.0500.